From a dataset of Reaction yield outcomes from USPTO patents with 853,638 reactions. Predict the reaction yield, written as a fraction of the theoretical maximum amount of product (1.0 means a 100% yield; for example, 0.34 means a 34% yield). (1) The reactants are [CH:1]([N:14]1C(C2C=CC(OC)=CC=2)[O:15]1)([C:8]1[CH:13]=[CH:12][CH:11]=[CH:10][CH:9]=1)[C:2]1[CH:7]=[CH:6][CH:5]=[CH:4][CH:3]=1.Cl.NO. The catalyst is CO. The product is [CH:1]([NH:14][OH:15])([C:8]1[CH:9]=[CH:10][CH:11]=[CH:12][CH:13]=1)[C:2]1[CH:7]=[CH:6][CH:5]=[CH:4][CH:3]=1. The yield is 0.200. (2) The catalyst is C(O)C.[Pd]. The yield is 0.950. The product is [F:1][C:2]1([F:19])[CH2:3][CH2:4][CH:5]([CH2:8][CH2:9][C:10]([C:12]2([C:15]([F:16])([F:17])[F:18])[CH2:13][CH2:14]2)=[O:11])[CH2:6][CH2:7]1. The reactants are [F:1][C:2]1([F:19])[CH2:7][CH2:6][CH:5]([CH:8]=[CH:9][C:10]([C:12]2([C:15]([F:18])([F:17])[F:16])[CH2:14][CH2:13]2)=[O:11])[CH2:4][CH2:3]1. (3) The reactants are [NH:1]1[C:5]2=[N:6][CH:7]=[C:8]([C:10]3[CH:15]=[CH:14][N:13]=[C:12]([NH:16]C(=O)C)[CH:11]=3)[CH:9]=[C:4]2[CH:3]=[N:2]1.[OH-].[Na+].CO.O. The catalyst is C1COCC1. The product is [NH:1]1[C:5]2=[N:6][CH:7]=[C:8]([C:10]3[CH:15]=[CH:14][N:13]=[C:12]([NH2:16])[CH:11]=3)[CH:9]=[C:4]2[CH:3]=[N:2]1. The yield is 0.388. (4) The reactants are [Cl:1][C:2]1[CH:3]=[C:4]2[C:9](=[CH:10][C:11]=1[O:12][C:13]1[CH:21]=[CH:20][C:16]([C:17]([OH:19])=O)=[CH:15][CH:14]=1)[O:8][CH2:7][CH2:6][CH:5]2[C:22]([O:24][CH2:25][CH3:26])=[O:23].C(Cl)(=O)C(Cl)=O.[Br:33][C:34]1[CH:39]=[CH:38][CH:37]=[CH:36][C:35]=1[CH2:40][CH2:41][NH2:42].CCN(C(C)C)C(C)C. The catalyst is C(Cl)Cl.CN(C=O)C. The product is [Br:33][C:34]1[CH:39]=[CH:38][CH:37]=[CH:36][C:35]=1[CH2:40][CH2:41][NH:42][C:17]([C:16]1[CH:20]=[CH:21][C:13]([O:12][C:11]2[CH:10]=[C:9]3[C:4]([CH:5]([C:22]([O:24][CH2:25][CH3:26])=[O:23])[CH2:6][CH2:7][O:8]3)=[CH:3][C:2]=2[Cl:1])=[CH:14][CH:15]=1)=[O:19]. The yield is 0.903. (5) The reactants are [F:1][C:2]1[CH:7]=[CH:6][C:5]([C:8]2[O:9][C:10]([C:13]3[C:14]([C:19]4[CH:24]=[CH:23][CH:22]=[CH:21][CH:20]=4)=[N:15][O:16][C:17]=3[CH3:18])=[N:11][N:12]=2)=[C:4]([O:25][CH3:26])[CH:3]=1.BrN1[C:32](=[O:33])CCC1=O.N(C(C)(C)C#N)=NC(C)(C)C#N.C[O-].[Na+]. The catalyst is C(Cl)(Cl)(Cl)Cl.C(OCC)(=O)C. The product is [F:1][C:2]1[CH:7]=[CH:6][C:5]([C:8]2[O:9][C:10]([C:13]3[C:14]([C:19]4[CH:24]=[CH:23][CH:22]=[CH:21][CH:20]=4)=[N:15][O:16][C:17]=3[CH2:18][O:33][CH3:32])=[N:11][N:12]=2)=[C:4]([O:25][CH3:26])[CH:3]=1. The yield is 0.140. (6) The reactants are Cl[C:2]1[C:7]([N+:8]([O-:10])=[O:9])=[C:6]([O:11][CH3:12])[CH:5]=[C:4]([Cl:13])[N:3]=1.[Cl-].[C:15]([O:19][C:20](=[O:31])[C@@H:21]([NH3+:30])[CH2:22][C:23]([O:25][C:26]([CH3:29])([CH3:28])[CH3:27])=[O:24])([CH3:18])([CH3:17])[CH3:16].CCN(C(C)C)C(C)C. The catalyst is CN(C=O)C. The product is [Cl:13][C:4]1[N:3]=[C:2]([NH:30][C@@H:21]([CH2:22][C:23]([O:25][C:26]([CH3:29])([CH3:28])[CH3:27])=[O:24])[C:20]([O:19][C:15]([CH3:18])([CH3:17])[CH3:16])=[O:31])[C:7]([N+:8]([O-:10])=[O:9])=[C:6]([O:11][CH3:12])[CH:5]=1. The yield is 0.160.